From a dataset of Full USPTO retrosynthesis dataset with 1.9M reactions from patents (1976-2016). Predict the reactants needed to synthesize the given product. (1) Given the product [CH3:1][O:2][C:3]1[C:4]([CH3:22])=[C:5]([C:13]([C:15]2[CH:16]=[N:17][N:18]([CH3:21])[C:19]=2[O:20][C:33]([S:32][CH2:31][CH3:30])=[O:34])=[O:14])[CH:6]=[CH:7][C:8]=1[S:9]([CH3:12])(=[O:10])=[O:11], predict the reactants needed to synthesize it. The reactants are: [CH3:1][O:2][C:3]1[C:4]([CH3:22])=[C:5]([C:13]([C:15]2[CH:16]=[N:17][N:18]([CH3:21])[C:19]=2[OH:20])=[O:14])[CH:6]=[CH:7][C:8]=1[S:9]([CH3:12])(=[O:11])=[O:10].C(N(CC)CC)C.[CH3:30][CH2:31][S:32][C:33](Cl)=[O:34].C(OCC)(=O)C. (2) The reactants are: [CH2:1]([CH:8]([C:14](=O)[CH3:15])[C:9]([O:11]CC)=O)[C:2]1[CH:7]=[CH:6][CH:5]=[CH:4][CH:3]=1.[NH2:17][C:18]1[C:22]([C:23]([O:25][CH2:26][CH3:27])=[O:24])=[CH:21][NH:20][N:19]=1. Given the product [CH2:1]([C:8]1[C:14]([CH3:15])=[N:17][C:18]2[N:19]([N:20]=[CH:21][C:22]=2[C:23]([O:25][CH2:26][CH3:27])=[O:24])[C:9]=1[OH:11])[C:2]1[CH:3]=[CH:4][CH:5]=[CH:6][CH:7]=1, predict the reactants needed to synthesize it.